From a dataset of Reaction yield outcomes from USPTO patents with 853,638 reactions. Predict the reaction yield, written as a fraction of the theoretical maximum amount of product (1.0 means a 100% yield; for example, 0.34 means a 34% yield). (1) The product is [CH:1]1([Li:10])[C:9]2[C:4](=[CH:5][CH:6]=[CH:7][CH:8]=2)[CH:3]=[CH:2]1. The catalyst is CCCCCCC. The reactants are [CH2:1]1[C:9]2[C:4](=[CH:5][CH:6]=[CH:7][CH:8]=2)[CH:3]=[CH:2]1.[Li:10]CCCC. The yield is 0.990. (2) The reactants are C([O:5][C:6](=[O:46])[CH:7]([NH:14][C:15]([C:17]1[CH:45]=[C:20]2[N:21]=[C:22]([C:38]3[CH:43]=[CH:42][C:41]([Cl:44])=[CH:40][CH:39]=3)[CH:23]=[C:24]([C:25]3[CH:30]=[CH:29][C:28]([O:31][C:32]4[CH:37]=[CH:36][CH:35]=[CH:34][CH:33]=4)=[CH:27][CH:26]=3)[N:19]2[N:18]=1)=[O:16])[CH2:8][O:9]C(C)(C)C)(C)(C)C.FC(F)(F)C(O)=O. The catalyst is O. The product is [Cl:44][C:41]1[CH:42]=[CH:43][C:38]([C:22]2[CH:23]=[C:24]([C:25]3[CH:26]=[CH:27][C:28]([O:31][C:32]4[CH:37]=[CH:36][CH:35]=[CH:34][CH:33]=4)=[CH:29][CH:30]=3)[N:19]3[N:18]=[C:17]([C:15]([NH:14][CH:7]([CH2:8][OH:9])[C:6]([OH:46])=[O:5])=[O:16])[CH:45]=[C:20]3[N:21]=2)=[CH:39][CH:40]=1. The yield is 0.930.